Dataset: Reaction yield outcomes from USPTO patents with 853,638 reactions. Task: Predict the reaction yield, written as a fraction of the theoretical maximum amount of product (1.0 means a 100% yield; for example, 0.34 means a 34% yield). (1) The reactants are [CH3:1][O:2][C:3](=[O:14])[C:4]1[CH:9]=[C:8]([O:10][CH3:11])[CH:7]=[C:6]([O:12][CH3:13])[CH:5]=1.C1C(=O)N([Br:22])C(=O)C1.[O-]S([O-])=O.[Na+].[Na+]. The catalyst is CC#N. The product is [CH3:1][O:2][C:3](=[O:14])[C:4]1[CH:5]=[C:6]([O:12][CH3:13])[CH:7]=[C:8]([O:10][CH3:11])[C:9]=1[Br:22]. The yield is 0.930. (2) The reactants are [Cl:1][C:2]1[CH:3]=[C:4]([NH:9][C:10]2[N:14]=[C:13]([NH2:15])[NH:12][N:11]=2)[CH:5]=[C:6]([Cl:8])[CH:7]=1.ClC1C=C(N=C=S)C=C(Cl)C=1C#N.O=[C:30]1[CH2:35][CH2:34][N:33]([C:36]([O:38][C:39]([CH3:42])([CH3:41])[CH3:40])=[O:37])[CH2:32][CH2:31]1.C(O)(=O)C. The catalyst is CO. The product is [C:39]([O:38][C:36]([N:33]1[CH2:34][CH2:35][CH:30]([NH:15][C:13]2[NH:12][N:11]=[C:10]([NH:9][C:4]3[CH:5]=[C:6]([Cl:8])[CH:7]=[C:2]([Cl:1])[CH:3]=3)[N:14]=2)[CH2:31][CH2:32]1)=[O:37])([CH3:42])([CH3:40])[CH3:41]. The yield is 0.880. (3) The reactants are [F:1][C:2]1[CH:7]=[CH:6][C:5]([CH2:8][NH2:9])=[C:4]([I:10])[CH:3]=1.[C:11](O[C:11]([O:13][C:14]([CH3:17])([CH3:16])[CH3:15])=[O:12])([O:13][C:14]([CH3:17])([CH3:16])[CH3:15])=[O:12].C(N(CC)CC)C. The catalyst is ClCCl. The product is [F:1][C:2]1[CH:7]=[CH:6][C:5]([CH2:8][NH:9][C:11](=[O:12])[O:13][C:14]([CH3:17])([CH3:16])[CH3:15])=[C:4]([I:10])[CH:3]=1. The yield is 0.950. (4) The reactants are [C:1]([NH:11][CH2:12][CH2:13][CH2:14][CH2:15][C:16]1[CH:21]=[CH:20][C:19]([OH:22])=[CH:18][CH:17]=1)([O:3][CH2:4][C:5]1[CH:10]=[CH:9][CH:8]=[CH:7][CH:6]=1)=[O:2].[H-].[Na+].[CH3:25][O:26][CH2:27][CH2:28]Br. The catalyst is C1COCC1.[I-].C([N+](CCCC)(CCCC)CCCC)CCC. The product is [C:1]([NH:11][CH2:12][CH2:13][CH2:14][CH2:15][C:16]1[CH:21]=[CH:20][C:19]([O:22][CH2:28][CH2:27][O:26][CH3:25])=[CH:18][CH:17]=1)([O:3][CH2:4][C:5]1[CH:6]=[CH:7][CH:8]=[CH:9][CH:10]=1)=[O:2]. The yield is 0.640. (5) The reactants are [Cl:1][CH2:2][C:3]([N:5]1[CH2:9][CH2:8][CH2:7][CH2:6]1)=[O:4].[CH3:10][N:11]1[CH:15]=[CH:14][N:13]=[C:12]1[CH3:16].C(#N)C. The catalyst is C(OC)(C)(C)C. The product is [Cl-:1].[N:5]1([C:3](=[O:4])[CH2:2][N:13]2[CH:14]=[CH:15][N+:11]([CH3:10])=[C:12]2[CH3:16])[CH2:9][CH2:8][CH2:7][CH2:6]1. The yield is 0.410. (6) The reactants are [C:1]1([N:7]=[C:8]=S)[CH:6]=[CH:5][CH:4]=[CH:3][CH:2]=1.[NH:10]([C:12]1[N:17]([CH2:18][CH:19]([CH3:21])[CH3:20])[C:16](=[O:22])[N:15]([CH3:23])[C:14](=[O:24])[CH:13]=1)[NH2:11]. The catalyst is CN(C=O)C. The product is [CH2:18]([N:17]1[C:12]2=[N:10][NH:11][C:8]([NH:7][C:1]3[CH:6]=[CH:5][CH:4]=[CH:3][CH:2]=3)=[C:13]2[C:14](=[O:24])[N:15]([CH3:23])[C:16]1=[O:22])[CH:19]([CH3:21])[CH3:20]. The yield is 0.410. (7) The reactants are [C:1]([C@H:4]([N:6]1[C:11](=[O:12])[C@@H:10]([N:13]=[N+]=[N-])[C@@H:9]([OH:16])[CH2:8][O:7]1)[CH3:5])([OH:3])=[O:2]. The catalyst is CCOC(C)=O.[Pd]. The product is [C:1]([C@H:4]([N:6]1[C:11](=[O:12])[C@@H:10]([NH2:13])[C@@H:9]([OH:16])[CH2:8][O:7]1)[CH3:5])([OH:3])=[O:2]. The yield is 0.900. (8) The reactants are C[O:2][CH2:3][C@H:4]([CH3:24])[O:5][C:6]1[CH:7]=[C:8]([OH:23])[CH:9]=[C:10]([C:12]2[NH:13][C:14]([C:17]3[O:18][C@@H:19]([CH3:22])[CH2:20][N:21]=3)=[CH:15][CH:16]=2)[CH:11]=1.B(Br)(Br)Br.C(=O)([O-])O.[Na+]. The catalyst is C(Cl)Cl. The product is [OH:2][CH2:3][C@H:4]([CH3:24])[O:5][C:6]1[CH:7]=[C:8]([OH:23])[CH:9]=[C:10]([C:12]2[NH:13][C:14]([C:17]3[O:18][C@@H:19]([CH3:22])[CH2:20][N:21]=3)=[CH:15][CH:16]=2)[CH:11]=1. The yield is 0.720.